Regression. Given a peptide amino acid sequence and an MHC pseudo amino acid sequence, predict their binding affinity value. This is MHC class I binding data. From a dataset of Peptide-MHC class I binding affinity with 185,985 pairs from IEDB/IMGT. (1) The peptide sequence is FTNKLINGY. The MHC is HLA-B15:17 with pseudo-sequence HLA-B15:17. The binding affinity (normalized) is 0.936. (2) The peptide sequence is VTNDGVIFF. The binding affinity (normalized) is 0.898. The MHC is HLA-C05:01 with pseudo-sequence HLA-C05:01. (3) The peptide sequence is GMMMGMFNML. The MHC is HLA-A02:01 with pseudo-sequence HLA-A02:01. The binding affinity (normalized) is 0.556. (4) The peptide sequence is NIVFSPFGY. The MHC is HLA-B57:01 with pseudo-sequence HLA-B57:01. The binding affinity (normalized) is 0.0847. (5) The MHC is HLA-A03:01 with pseudo-sequence HLA-A03:01. The binding affinity (normalized) is 0. The peptide sequence is FLTSVINRV. (6) The peptide sequence is LGFGAYMSK. The binding affinity (normalized) is 0.0746. The MHC is HLA-A33:01 with pseudo-sequence HLA-A33:01. (7) The peptide sequence is SSECQGEML. The MHC is HLA-A31:01 with pseudo-sequence HLA-A31:01. The binding affinity (normalized) is 0.0847. (8) The peptide sequence is MAAAKTPVI. The MHC is Mamu-B17 with pseudo-sequence Mamu-B17. The binding affinity (normalized) is 0.380. (9) The MHC is HLA-B57:01 with pseudo-sequence HLA-B57:01. The binding affinity (normalized) is 0.0847. The peptide sequence is EFVSANLAM.